This data is from Full USPTO retrosynthesis dataset with 1.9M reactions from patents (1976-2016). The task is: Predict the reactants needed to synthesize the given product. (1) The reactants are: C([O:3][C:4](=O)/[CH:5]=[C:6](/[C:8]1[CH:13]=[CH:12][C:11]([C:14]2[CH:19]=[CH:18][C:17]([Br:20])=[CH:16][CH:15]=2)=[CH:10][CH:9]=1)\[CH3:7])C.CC(C[AlH]CC(C)C)C. Given the product [Br:20][C:17]1[CH:16]=[CH:15][C:14]([C:11]2[CH:12]=[CH:13][C:8](/[C:6](/[CH3:7])=[CH:5]/[CH2:4][OH:3])=[CH:9][CH:10]=2)=[CH:19][CH:18]=1, predict the reactants needed to synthesize it. (2) Given the product [O:1]=[CH:2][CH2:3][CH2:4][CH2:5][CH2:6][CH2:7][CH2:8][CH2:9][CH2:10][C:11]([O:13][CH2:14][O:15][C:16](=[O:29])[CH2:17][CH2:18][CH2:19][CH2:20][CH2:21][CH2:22][CH2:23][CH2:24][CH:25]=[O:28])=[O:12], predict the reactants needed to synthesize it. The reactants are: [OH:1][CH:2](CO)[CH2:3][CH2:4][CH2:5][CH2:6][CH2:7][CH2:8][CH2:9][CH2:10][C:11]([O:13][CH2:14][O:15][C:16](=[O:29])[CH2:17][CH2:18][CH2:19][CH2:20][CH2:21][CH2:22][CH2:23][CH2:24][CH:25]([OH:28])CO)=[O:12].I([O-])(=O)(=O)=O.[Na+].O1CCCC1. (3) Given the product [C:20]([C:19]1[CH:22]=[CH:23][CH:24]=[CH:25][C:18]=1[O:17][CH2:2][C:3]1[CH:8]=[CH:7][C:6]([C:9]2[CH:13]=[C:12]([C:14]([NH2:16])=[O:15])[O:11][N:10]=2)=[CH:5][CH:4]=1)#[N:21], predict the reactants needed to synthesize it. The reactants are: Br[CH2:2][C:3]1[CH:8]=[CH:7][C:6]([C:9]2[CH:13]=[C:12]([C:14]([NH2:16])=[O:15])[O:11][N:10]=2)=[CH:5][CH:4]=1.[OH:17][C:18]1[CH:25]=[CH:24][CH:23]=[CH:22][C:19]=1[C:20]#[N:21].C([O-])([O-])=O.[K+].[K+]. (4) Given the product [F:14][C:12]([F:15])([F:13])[O:11][C:9]1[CH:8]=[CH:7][C:5]2[NH:6][C:2]([S:1][C:21]3[O:25][C:24]([CH:26]=[O:27])=[CH:23][CH:22]=3)=[N:3][C:4]=2[CH:10]=1, predict the reactants needed to synthesize it. The reactants are: [SH:1][C:2]1[NH:3][C:4]2[CH:10]=[C:9]([O:11][C:12]([F:15])([F:14])[F:13])[CH:8]=[CH:7][C:5]=2[N:6]=1.[H-].[Na+].[N+]([C:21]1[O:25][C:24]([CH:26]=[O:27])=[CH:23][CH:22]=1)([O-])=O. (5) Given the product [F:25][C:24]([F:27])([F:26])[C:22]([OH:28])=[O:23].[F:25][C:24]([F:27])([F:26])[C:22]([OH:28])=[O:23].[F:25][C:24]([F:27])([F:26])[C:22]([OH:28])=[O:23].[CH2:20]([N:3]([CH2:1][CH3:2])[CH2:4][CH2:5][N:6]1[CH2:19][C:8]2([CH2:11][NH:10][CH2:9]2)[CH2:7]1)[CH3:21], predict the reactants needed to synthesize it. The reactants are: [CH2:1]([N:3]([CH2:20][CH3:21])[CH2:4][CH2:5][N:6]1[CH2:19][C:8]2([CH2:11][N:10](C(OC(C)(C)C)=O)[CH2:9]2)[CH2:7]1)[CH3:2].[C:22]([OH:28])([C:24]([F:27])([F:26])[F:25])=[O:23].